Dataset: Full USPTO retrosynthesis dataset with 1.9M reactions from patents (1976-2016). Task: Predict the reactants needed to synthesize the given product. (1) Given the product [Cl:1][C:2]1[C:6]([C:7]#[N:8])=[C:5]([CH3:9])[NH:4][C:3]=1[C:10]([OH:12])=[O:11], predict the reactants needed to synthesize it. The reactants are: [Cl:1][C:2]1[C:6]([C:7]#[N:8])=[C:5]([CH3:9])[NH:4][C:3]=1[C:10]([O:12]CC)=[O:11].[Li+].[OH-].Cl. (2) Given the product [F:8][C:9]1[CH:10]=[C:11]2[C:12]([C:15](=[O:17])[CH2:16][C:5]3([O:18]2)[CH2:4][CH2:3][O:7][CH2:1][CH2:6]3)=[CH:13][CH:14]=1, predict the reactants needed to synthesize it. The reactants are: [C:1]1(=[O:7])[CH2:6][CH2:5][CH2:4][CH2:3]C1.[F:8][C:9]1[CH:14]=[CH:13][C:12]([C:15](=[O:17])[CH3:16])=[C:11]([OH:18])[CH:10]=1.OC1C=CC=CC=1C(=O)C.CN1CCC2(CC(N)C3C(=CC=CC=3)O2)CC1.